Predict the product of the given reaction. From a dataset of Forward reaction prediction with 1.9M reactions from USPTO patents (1976-2016). (1) Given the reactants [C:1]([O:5][C:6]([CH:8]1[CH2:13][CH2:12][N:11]([C:14]2[CH:24]=[CH:23][C:17]([C:18]([O:20][CH2:21][CH3:22])=[O:19])=[C:16]([Cl:25])[N:15]=2)[CH2:10][CH2:9]1)=[O:7])([CH3:4])([CH3:3])[CH3:2].[Cl:26]N1C(=O)CCC1=O, predict the reaction product. The product is: [C:1]([O:5][C:6]([CH:8]1[CH2:13][CH2:12][N:11]([C:14]2[C:24]([Cl:26])=[CH:23][C:17]([C:18]([O:20][CH2:21][CH3:22])=[O:19])=[C:16]([Cl:25])[N:15]=2)[CH2:10][CH2:9]1)=[O:7])([CH3:2])([CH3:3])[CH3:4]. (2) Given the reactants [NH2:1][C:2]1([C:5]#[N:6])[CH2:4][CH2:3]1.[C:7](Cl)(=[O:25])[CH2:8][CH2:9][CH2:10][CH2:11][CH2:12][CH2:13][CH2:14]/[CH:15]=[CH:16]\[CH2:17][CH2:18][CH2:19][CH2:20][CH2:21][CH2:22][CH2:23][CH3:24], predict the reaction product. The product is: [C:5]([C:2]1([NH:1][C:7](=[O:25])[CH2:8][CH2:9][CH2:10][CH2:11][CH2:12][CH2:13][CH2:14]/[CH:15]=[CH:16]\[CH2:17][CH2:18][CH2:19][CH2:20][CH2:21][CH2:22][CH2:23][CH3:24])[CH2:4][CH2:3]1)#[N:6]. (3) Given the reactants [CH:1]([O:4][C:5]([N:7]1[CH2:12][CH2:11][CH:10]([O:13][N:14]=[C:15]2[CH2:20][CH2:19][N:18]([C:21]3[CH:26]=[C:25]([F:27])[C:24]([C:28](O)=[O:29])=[CH:23][C:22]=3[F:31])[CH2:17][CH2:16]2)[CH2:9][CH2:8]1)=[O:6])([CH3:3])[CH3:2].C(N(CC)CC)C.ClC(OCC)=O.[BH4-].[Na+], predict the reaction product. The product is: [CH:1]([O:4][C:5]([N:7]1[CH2:12][CH2:11][CH:10]([O:13][N:14]=[C:15]2[CH2:16][CH2:17][N:18]([C:21]3[CH:26]=[C:25]([F:27])[C:24]([CH2:28][OH:29])=[CH:23][C:22]=3[F:31])[CH2:19][CH2:20]2)[CH2:9][CH2:8]1)=[O:6])([CH3:3])[CH3:2]. (4) Given the reactants [CH2:1]([C:3]1[CH:4]=[C:5]([CH3:32])[C:6]([N:9]2[CH2:14][CH2:13][N:12]([C:15]([C:17]3[CH:22]=[CH:21][C:20]([N:23]4[C@H:27]([CH2:28][OH:29])[CH2:26][O:25][C:24]4=[O:30])=[CH:19][C:18]=3[CH3:31])=[O:16])[CH2:11][CH2:10]2)=[N:7][CH:8]=1)[CH3:2].[CH3:33]I, predict the reaction product. The product is: [CH2:1]([C:3]1[CH:4]=[C:5]([CH3:32])[C:6]([N:9]2[CH2:10][CH2:11][N:12]([C:15]([C:17]3[CH:22]=[CH:21][C:20]([N:23]4[C@H:27]([CH2:28][O:29][CH3:33])[CH2:26][O:25][C:24]4=[O:30])=[CH:19][C:18]=3[CH3:31])=[O:16])[CH2:13][CH2:14]2)=[N:7][CH:8]=1)[CH3:2]. (5) The product is: [F:20][C:17]1[CH:18]=[CH:19][C:14]([C:6]2([C:8]3[CH:13]=[CH:12][CH:11]=[CH:10][CH:9]=3)[S:5][CH2:4][CH:3]([CH2:2][NH:30][CH2:29][CH2:28][CH2:27][C:21]3[CH:26]=[CH:25][CH:24]=[CH:23][CH:22]=3)[O:7]2)=[CH:15][CH:16]=1. Given the reactants Cl[CH2:2][CH:3]1[O:7][C:6]([C:14]2[CH:19]=[CH:18][C:17]([F:20])=[CH:16][CH:15]=2)([C:8]2[CH:13]=[CH:12][CH:11]=[CH:10][CH:9]=2)[S:5][CH2:4]1.[C:21]1([CH2:27][CH2:28][CH2:29][NH2:30])[CH:26]=[CH:25][CH:24]=[CH:23][CH:22]=1.[I-].[K+], predict the reaction product. (6) Given the reactants C[O:2][C:3](=[O:17])[C@@H:4]1[CH2:8][C@@H:7]([OH:9])[CH2:6][N:5]1[C:10]([O:12][C:13]([CH3:16])(C)C)=[O:11].N1[CH:22]=[CH:21]N=C1.[Si](Cl)([C:26](C)([CH3:28])[CH3:27])(C)C, predict the reaction product. The product is: [OH:9][C@H:7]1[CH2:6][N:5]([C:10]([O:12][CH2:13][C:16]2[CH:22]=[CH:21][CH:28]=[CH:26][CH:27]=2)=[O:11])[C@H:4]([C:3]([OH:2])=[O:17])[CH2:8]1. (7) The product is: [CH2:1]([O:3][C:4]1[C:9]2[O:10][CH:11]([CH3:15])[C:12](=[O:14])[NH:13][C:8]=2[CH:7]=[C:6]([CH2:16][N:33]2[CH2:32][CH2:31][N:30]([C:27]3[CH:28]=[CH:29][C:24]([C:23]([NH:22][CH2:20][CH3:21])=[O:37])=[CH:25][C:26]=3[CH3:36])[CH2:35][CH2:34]2)[CH:5]=1)[CH3:2]. Given the reactants [CH2:1]([O:3][C:4]1[C:9]2[O:10][CH:11]([CH3:15])[C:12](=[O:14])[NH:13][C:8]=2[CH:7]=[C:6]([CH:16]=O)[CH:5]=1)[CH3:2].Cl.Cl.[CH2:20]([NH:22][C:23](=[O:37])[C:24]1[CH:29]=[CH:28][C:27]([N:30]2[CH2:35][CH2:34][NH:33][CH2:32][CH2:31]2)=[C:26]([CH3:36])[CH:25]=1)[CH3:21], predict the reaction product. (8) Given the reactants [F:1][C:2]([F:7])([F:6])[C:3]([OH:5])=[O:4].[Cl:8][C:9]1[CH:10]=[N:11][C:12]2[NH:13][C:14]3[CH:15]=[CH:16][CH:17]=[C:18]([CH:30]=3)[CH:19]=[CH:20][C:21]3[CH:29]=[C:25]([NH:26][C:27]=1[N:28]=2)[CH:24]=[CH:23][CH:22]=3, predict the reaction product. The product is: [F:1][C:2]([F:7])([F:6])[C:3]([OH:5])=[O:4].[Cl:8][C:9]1[CH:10]=[N:11][C:12]2[NH:13][C:14]3[CH:15]=[CH:16][CH:17]=[C:18]([CH:30]=3)[CH2:19][CH2:20][C:21]3[CH:29]=[C:25]([NH:26][C:27]=1[N:28]=2)[CH:24]=[CH:23][CH:22]=3.[F:1][C:2]([F:7])([F:6])[C:3]([O-:5])=[O:4].